From a dataset of Blood-brain barrier permeability classification from the B3DB database. Regression/Classification. Given a drug SMILES string, predict its absorption, distribution, metabolism, or excretion properties. Task type varies by dataset: regression for continuous measurements (e.g., permeability, clearance, half-life) or binary classification for categorical outcomes (e.g., BBB penetration, CYP inhibition). Dataset: b3db_classification. (1) The drug is COc1cc([C@@H]2c3cc4c(cc3[C@@H](O[C@@H]3O[C@@H]5CO[C@@H](c6cccs6)O[C@H]5[C@H](O)[C@H]3O)[C@H]3COC(=O)[C@H]23)OCO4)cc(OC)c1O. The result is 0 (does not penetrate BBB). (2) The drug is CC(C)(C)OC(=O)N[C@]1(C=O)C[C@H]1S(=O)(=O)c1ccc(Cl)cc1. The result is 1 (penetrates BBB).